Dataset: Reaction yield outcomes from USPTO patents with 853,638 reactions. Task: Predict the reaction yield, written as a fraction of the theoretical maximum amount of product (1.0 means a 100% yield; for example, 0.34 means a 34% yield). (1) The reactants are [N+:1]([C:4]1[CH:13]=[C:12]2[C:7]([CH2:8][CH2:9][CH2:10][C:11]2=[N:14]O)=[CH:6][CH:5]=1)([O-])=O. The catalyst is CO. The product is [CH:11]1([NH2:14])[C:12]2[C:7](=[CH:6][CH:5]=[C:4]([NH2:1])[CH:13]=2)[CH2:8][CH2:9][CH2:10]1. The yield is 0.960. (2) The reactants are Br[C:2]1[CH:3]=[C:4]([CH:13]=[CH:14][CH:15]=1)[O:5][CH2:6][C:7]([NH:9][CH:10]1[CH2:12][CH2:11]1)=[O:8].[B:16]1([B:16]2[O:20][C:19]([CH3:22])([CH3:21])[C:18]([CH3:24])([CH3:23])[O:17]2)[O:20][C:19]([CH3:22])([CH3:21])[C:18]([CH3:24])([CH3:23])[O:17]1.CC([O-])=O.[K+]. The catalyst is CS(C)=O.O.C1C=CC(P(C2C=CC=CC=2)[C-]2C=CC=C2)=CC=1.C1C=CC(P(C2C=CC=CC=2)[C-]2C=CC=C2)=CC=1.Cl[Pd]Cl.[Fe+2].C(Cl)Cl. The product is [CH:10]1([NH:9][C:7](=[O:8])[CH2:6][O:5][C:4]2[CH:13]=[CH:14][CH:15]=[C:2]([B:16]3[O:20][C:19]([CH3:22])([CH3:21])[C:18]([CH3:24])([CH3:23])[O:17]3)[CH:3]=2)[CH2:12][CH2:11]1. The yield is 0.600. (3) The reactants are [F:1][C:2]([F:12])([C:8]([F:11])([F:10])[F:9])[C:3](=O)[CH2:4][C:5]#[N:6].[C:13]1([CH3:21])[CH:18]=[CH:17][C:16]([NH:19][NH2:20])=[CH:15][CH:14]=1. The catalyst is C(O)C. The product is [F:1][C:2]([F:12])([C:3]1[CH:4]=[C:5]([NH2:6])[N:19]([C:16]2[CH:17]=[CH:18][C:13]([CH3:21])=[CH:14][CH:15]=2)[N:20]=1)[C:8]([F:9])([F:11])[F:10]. The yield is 0.520. (4) The reactants are [O:1]1[C:5]2[CH:6]=[CH:7][C:8]([CH:10]=[O:11])=[CH:9][C:4]=2[O:3][CH2:2]1.Br[C:13]1[CH:21]=[CH:20][C:16]2[O:17][CH2:18][O:19][C:15]=2[CH:14]=1.C([Li])CCC.O1C2C=CC(C(C3C=C(OC)C=C(OC)C=3)O)=CC=2OCC1. No catalyst specified. The product is [O:1]1[C:5]2[CH:6]=[CH:7][C:8]([CH:10]([C:13]3[CH:21]=[CH:20][C:16]4[O:17][CH2:18][O:19][C:15]=4[CH:14]=3)[OH:11])=[CH:9][C:4]=2[O:3][CH2:2]1. The yield is 0.830.